Task: Predict the reaction yield, written as a fraction of the theoretical maximum amount of product (1.0 means a 100% yield; for example, 0.34 means a 34% yield).. Dataset: Reaction yield outcomes from USPTO patents with 853,638 reactions (1) The reactants are [CH3:1][NH:2][CH2:3][CH2:4][C:5]#[C:6][C:7]1[CH:12]=[CH:11][CH:10]=[CH:9][N:8]=1.[F:13][C:14]1[CH:19]=[CH:18][C:17]([S:20](Cl)(=[O:22])=[O:21])=[CH:16][CH:15]=1. No catalyst specified. The product is [F:13][C:14]1[CH:19]=[CH:18][C:17]([S:20]([N:2]([CH3:1])[CH2:3][CH2:4][C:5]#[C:6][C:7]2[CH:12]=[CH:11][CH:10]=[CH:9][N:8]=2)(=[O:22])=[O:21])=[CH:16][CH:15]=1. The yield is 0.160. (2) The reactants are [F:1][C:2]([F:31])([F:30])[C:3]1[CH:4]=[C:5]([NH:13][C:14](SC)=[C:15]([S:18]([C:21]2[CH:26]=[CH:25][C:24]([Cl:27])=[CH:23][CH:22]=2)(=[O:20])=[O:19])[C:16]#[N:17])[CH:6]=[C:7]([C:9]([F:12])([F:11])[F:10])[CH:8]=1.[CH3:32][C@H:33]([NH2:37])[CH:34]([CH3:36])[CH3:35]. No catalyst specified. The product is [F:31][C:2]([F:30])([F:1])[C:3]1[CH:4]=[C:5]([NH:13][C:14]([NH:37][C@@H:33]([CH3:32])[CH:34]([CH3:36])[CH3:35])=[C:15]([S:18]([C:21]2[CH:26]=[CH:25][C:24]([Cl:27])=[CH:23][CH:22]=2)(=[O:19])=[O:20])[C:16]#[N:17])[CH:6]=[C:7]([C:9]([F:12])([F:11])[F:10])[CH:8]=1. The yield is 0.180. (3) The product is [C:31]([S:11][CH:5]([CH2:4][N:1]=[N+:2]=[N-:3])[CH2:6][C:7]([O:9][CH3:10])=[O:8])(=[O:32])[CH3:30]. The reactants are [N:1]([CH2:4]/[CH:5]=[CH:6]/[C:7]([O:9][CH3:10])=[O:8])=[N+:2]=[N-:3].[S:11]1C=CC=C1CC(O)=O.CCN(C(C)C)C(C)C.C1C[O:32][CH2:31][CH2:30]1. No catalyst specified. The yield is 0.810. (4) The reactants are Cl[CH2:2][CH2:3][CH2:4][CH:5]1[O:9][CH2:8][CH2:7][O:6]1.[C-]#[N:11].[K+]. The catalyst is CS(C)=O.O. The product is [O:6]1[CH2:7][CH2:8][O:9][CH:5]1[CH2:4][CH2:3][C:2]#[N:11]. The yield is 0.400. (5) The reactants are [CH:1]1([S:4](Cl)(=[O:6])=[O:5])[CH2:3][CH2:2]1.[NH2:8][C:9]1[C:28]([C:29]2[CH:34]=[CH:33][CH:32]=[C:31]([C:35](=[O:46])[NH:36][C:37]([C:40]3[CH:45]=[CH:44][CH:43]=[CH:42][CH:41]=3)([CH3:39])[CH3:38])[CH:30]=2)=[CH:27][C:12]2[C:13]([C:23]([NH:25][CH3:26])=[O:24])=[C:14]([C:16]3[CH:21]=[CH:20][C:19]([F:22])=[CH:18][CH:17]=3)[O:15][C:11]=2[CH:10]=1. The catalyst is N1C=CC=CC=1. The product is [CH:1]1([S:4]([NH:8][C:9]2[C:28]([C:29]3[CH:34]=[CH:33][CH:32]=[C:31]([C:35](=[O:46])[NH:36][C:37]([C:40]4[CH:41]=[CH:42][CH:43]=[CH:44][CH:45]=4)([CH3:39])[CH3:38])[CH:30]=3)=[CH:27][C:12]3[C:13]([C:23]([NH:25][CH3:26])=[O:24])=[C:14]([C:16]4[CH:17]=[CH:18][C:19]([F:22])=[CH:20][CH:21]=4)[O:15][C:11]=3[CH:10]=2)(=[O:6])=[O:5])[CH2:3][CH2:2]1. The yield is 0.700. (6) The reactants are [C:1]1([OH:7])[CH:6]=[CH:5][CH:4]=[CH:3][CH:2]=1.C(=O)([O-])[O-].[Cs+].[Cs+].I[C:15]1[CH:22]=[CH:21][C:18]([C:19]#[N:20])=[CH:17][CH:16]=1.Cl.CN(C)CC(O)=O. The catalyst is [Cu]I. The product is [O:7]([C:15]1[CH:22]=[CH:21][C:18]([C:19]#[N:20])=[CH:17][CH:16]=1)[C:1]1[CH:6]=[CH:5][CH:4]=[CH:3][CH:2]=1. The yield is 1.00. (7) The reactants are C([NH:8][C@H:9]1[CH2:14][CH2:13][N:12]([C:15]([O:17][C:18]([CH3:21])([CH3:20])[CH3:19])=[O:16])[CH2:11][C@H:10]1[F:22])C1C=CC=CC=1.Cl. The catalyst is CCO.[Pd]. The product is [NH2:8][C@@H:9]1[CH2:14][CH2:13][N:12]([C:15]([O:17][C:18]([CH3:20])([CH3:19])[CH3:21])=[O:16])[CH2:11][C@@H:10]1[F:22]. The yield is 0.530. (8) The reactants are [CH:1]([C:4]1[CH:12]=[CH:11][C:7]([C:8]([OH:10])=O)=[C:6]([CH3:13])[CH:5]=1)([CH3:3])[CH3:2].Cl.CN(C)CCCN=C=NCC.C(N(CC)CC)C.[NH2:33][CH2:34][C:35]1[C:36]([OH:43])=[N:37][C:38]([CH3:42])=[CH:39][C:40]=1[CH3:41]. The catalyst is ClCCl. The product is [OH:43][C:36]1[C:35]([CH2:34][NH:33][C:8](=[O:10])[C:7]2[CH:11]=[CH:12][C:4]([CH:1]([CH3:2])[CH3:3])=[CH:5][C:6]=2[CH3:13])=[C:40]([CH3:41])[CH:39]=[C:38]([CH3:42])[N:37]=1. The yield is 0.360. (9) The reactants are [N:1]1[CH:2]=[C:3]([C:10]2[C:15]([O:16][CH3:17])=[CH:14][N:13]=[C:12]([NH:18][C:19]3[CH:24]=[CH:23][C:22]([O:25][CH2:26][C@H:27]4[CH2:31][CH2:30][CH2:29][NH:28]4)=[CH:21][C:20]=3[O:32][CH3:33])[N:11]=2)[N:4]2[CH:9]=[CH:8][CH:7]=[CH:6][C:5]=12.[C:34](OC(=O)C)(=[O:36])[CH3:35]. The catalyst is ClCCl. The product is [N:1]1[CH:2]=[C:3]([C:10]2[C:15]([O:16][CH3:17])=[CH:14][N:13]=[C:12]([NH:18][C:19]3[CH:24]=[CH:23][C:22]([O:25][CH2:26][C@H:27]4[CH2:31][CH2:30][CH2:29][N:28]4[C:34](=[O:36])[CH3:35])=[CH:21][C:20]=3[O:32][CH3:33])[N:11]=2)[N:4]2[CH:9]=[CH:8][CH:7]=[CH:6][C:5]=12. The yield is 0.680.